From a dataset of Full USPTO retrosynthesis dataset with 1.9M reactions from patents (1976-2016). Predict the reactants needed to synthesize the given product. Given the product [ClH:54].[ClH:54].[NH2:7][CH2:8][C@@H:9]([NH:16][C:17]([C:19]1[C:23]2[CH2:24][CH2:25][CH2:26][C:27]3[C:28](=[N:29][C:30]([NH:33][C:34]4[CH:39]=[CH:38][C:37]([C:40](=[O:49])[NH:41][CH:42]5[CH2:47][CH2:46][N:45]([CH3:48])[CH2:44][CH2:43]5)=[CH:36][C:35]=4[O:50][CH3:51])=[N:31][CH:32]=3)[C:22]=2[N:21]([CH3:52])[N:20]=1)=[O:18])[C:10]1[CH:11]=[CH:12][CH:13]=[CH:14][CH:15]=1, predict the reactants needed to synthesize it. The reactants are: C(OC(=O)[NH:7][CH2:8][C@@H:9]([NH:16][C:17]([C:19]1[C:23]2[CH2:24][CH2:25][CH2:26][C:27]3[C:28](=[N:29][C:30]([NH:33][C:34]4[CH:39]=[CH:38][C:37]([C:40](=[O:49])[NH:41][CH:42]5[CH2:47][CH2:46][N:45]([CH3:48])[CH2:44][CH2:43]5)=[CH:36][C:35]=4[O:50][CH3:51])=[N:31][CH:32]=3)[C:22]=2[N:21]([CH3:52])[N:20]=1)=[O:18])[C:10]1[CH:15]=[CH:14][CH:13]=[CH:12][CH:11]=1)(C)(C)C.[ClH:54].